From a dataset of Full USPTO retrosynthesis dataset with 1.9M reactions from patents (1976-2016). Predict the reactants needed to synthesize the given product. (1) Given the product [Br:8][C:5]1[CH:6]=[CH:7][C:2]([N:12]=[S:10]([CH3:13])([CH3:9])=[O:11])=[N:3][CH:4]=1, predict the reactants needed to synthesize it. The reactants are: Br[C:2]1[CH:7]=[CH:6][C:5]([Br:8])=[CH:4][N:3]=1.[CH3:9][S:10]([CH3:13])(=[NH:12])=[O:11].C([O-])([O-])=O.[Cs+].[Cs+]. (2) Given the product [N:6]1[CH:7]=[CH:8][CH:9]=[C:4]([CH:1]([NH2:16])[CH3:2])[CH:5]=1, predict the reactants needed to synthesize it. The reactants are: [C:1]([C:4]1[CH:5]=[N:6][CH:7]=[CH:8][CH:9]=1)(=O)[CH3:2].C([O-])(=O)C.[NH4+].C([BH3-])#[N:16].[Na+].Cl. (3) Given the product [NH2:2][C:1](=[S:21])[CH:3]1[CH2:8][CH2:7][N:6]([C:9]([NH:11][C:12]2[CH:17]=[C:16]([CH3:18])[CH:15]=[CH:14][C:13]=2[CH3:19])=[O:10])[CH2:5][CH2:4]1, predict the reactants needed to synthesize it. The reactants are: [C:1]([CH:3]1[CH2:8][CH2:7][N:6]([C:9]([NH:11][C:12]2[CH:17]=[C:16]([CH3:18])[CH:15]=[CH:14][C:13]=2[CH3:19])=[O:10])[CH2:5][CH2:4]1)#[N:2].O.[SH-:21].[Na+].Cl.C(NCC)C. (4) Given the product [CH:32]1([C:35]([N:29]2[CH2:28][CH2:27][N:26]([C:24]([C:6]3[N:5]([CH:2]([CH3:3])[CH3:4])[C:13]4[C:8]([CH:7]=3)=[CH:9][C:10]([O:14][CH:15]3[CH2:20][CH2:19][N:18]([CH:21]([CH3:23])[CH3:22])[CH2:17][CH2:16]3)=[CH:11][CH:12]=4)=[O:25])[CH2:31][CH2:30]2)=[O:36])[CH2:34][CH2:33]1, predict the reactants needed to synthesize it. The reactants are: Cl.[CH:2]([N:5]1[C:13]2[C:8](=[CH:9][C:10]([O:14][CH:15]3[CH2:20][CH2:19][N:18]([CH:21]([CH3:23])[CH3:22])[CH2:17][CH2:16]3)=[CH:11][CH:12]=2)[CH:7]=[C:6]1[C:24]([N:26]1[CH2:31][CH2:30][NH:29][CH2:28][CH2:27]1)=[O:25])([CH3:4])[CH3:3].[CH:32]1([C:35](Cl)=[O:36])[CH2:34][CH2:33]1. (5) Given the product [CH2:1]([N:8]1[C:16]2[C:11](=[CH:12][CH:13]=[CH:14][CH:15]=2)[C:10]([C:17](=[O:19])/[CH:18]=[CH:23]/[C:24]2[CH:29]=[CH:28][CH:27]=[CH:26][CH:25]=2)=[C:9]1[CH:20]([CH3:22])[CH3:21])[C:2]1[CH:3]=[CH:4][CH:5]=[CH:6][CH:7]=1, predict the reactants needed to synthesize it. The reactants are: [CH2:1]([N:8]1[C:16]2[C:11](=[CH:12][CH:13]=[CH:14][CH:15]=2)[C:10]([C:17](=[O:19])[CH3:18])=[C:9]1[CH:20]([CH3:22])[CH3:21])[C:2]1[CH:7]=[CH:6][CH:5]=[CH:4][CH:3]=1.[CH:23](=O)[C:24]1[CH:29]=[CH:28][CH:27]=[CH:26][CH:25]=1. (6) Given the product [P:1]([O:3][CH2:4][C:5]1[CH:10]=[CH:9][CH:8]=[CH:7][CH:6]=1)([O:11][CH2:12][C:13]1[CH:18]=[CH:17][CH:16]=[CH:15][CH:14]=1)([O:19][C:45]1[CH:44]=[CH:43][C:40]2[C:39](=[CH:38][C:37]([O:36][CH2:35][CH2:34][CH2:33][CH2:32][N:31]3[CH2:30][CH2:29][N:28]([C:48]4[CH:53]=[CH:52][CH:51]=[C:50]([Cl:54])[C:49]=4[Cl:55])[CH2:27][CH2:26]3)=[CH:42][CH:41]=2)[N:47]=1)=[O:2], predict the reactants needed to synthesize it. The reactants are: [P:1]([O-:19])([O:11][CH2:12][C:13]1[CH:18]=[CH:17][CH:16]=[CH:15][CH:14]=1)([O:3][CH2:4][C:5]1[CH:10]=[CH:9][CH:8]=[CH:7][CH:6]=1)=[O:2].C(Cl)(=O)C(Cl)=O.[CH2:26]1[N:31]([CH2:32][CH2:33][CH2:34][CH2:35][O:36][C:37]2[CH:42]=[CH:41][C:40]3[CH:43]=[CH:44][C:45]([NH:47][C:39]=3[CH:38]=2)=O)[CH2:30][CH2:29][N:28]([C:48]2[CH:53]=[CH:52][CH:51]=[C:50]([Cl:54])[C:49]=2[Cl:55])[CH2:27]1.CC(C)([O-])C.[K+]. (7) The reactants are: C(OC([NH:8][C@@H:9]([CH2:13][CH:14]1[CH2:19][CH2:18][CH2:17][CH2:16][CH2:15]1)[C:10]([OH:12])=O)=O)(C)(C)C.[NH2:20][C@H:21]1[CH2:27][CH2:26][CH2:25][N:24]([S:28]([C:31]2[CH:36]=[CH:35][CH:34]=[CH:33][N:32]=2)(=[O:30])=[O:29])[CH2:23][C@@H:22]1[OH:37].[ClH:38]. Given the product [ClH:38].[NH2:8][C@@H:9]([CH2:13][CH:14]1[CH2:15][CH2:16][CH2:17][CH2:18][CH2:19]1)[C:10]([NH:20][C@H:21]1[CH2:27][CH2:26][CH2:25][N:24]([S:28]([C:31]2[CH:36]=[CH:35][CH:34]=[CH:33][N:32]=2)(=[O:30])=[O:29])[CH2:23][C@@H:22]1[OH:37])=[O:12], predict the reactants needed to synthesize it. (8) Given the product [F:36][C:31]1[CH:32]=[CH:33][CH:34]=[CH:35][C:30]=1[CH:28]([O:27][C:21]1[CH:20]=[C:19]([N:16]2[C:13]3[CH:14]=[N:15][C:10]([CH2:9][OH:8])=[CH:11][C:12]=3[N:18]=[CH:17]2)[S:23][C:22]=1[C:24]([NH2:26])=[O:25])[CH3:29], predict the reactants needed to synthesize it. The reactants are: [Si]([O:8][CH2:9][C:10]1[N:15]=[CH:14][C:13]2[N:16]([C:19]3[S:23][C:22]([C:24]([NH2:26])=[O:25])=[C:21]([O:27][CH:28]([C:30]4[CH:35]=[CH:34][CH:33]=[CH:32][C:31]=4[F:36])[CH3:29])[CH:20]=3)[CH:17]=[N:18][C:12]=2[CH:11]=1)(C(C)(C)C)(C)C.[F-].C([N+](CCCC)(CCCC)CCCC)CCC. (9) Given the product [OH:4][CH2:3][CH:5]1[CH2:7][CH:6]1[C:8]([O:10][CH2:11][CH3:12])=[O:9], predict the reactants needed to synthesize it. The reactants are: [BH4-].[Na+].[CH:3]([CH:5]1[CH2:7][CH:6]1[C:8]([O:10][CH2:11][CH3:12])=[O:9])=[O:4].